This data is from Full USPTO retrosynthesis dataset with 1.9M reactions from patents (1976-2016). The task is: Predict the reactants needed to synthesize the given product. (1) Given the product [Cl:38][C:39]1[CH:44]=[CH:43][C:42]([CH:2]([C:1]#[N:5])[C:3]#[N:4])=[CH:41][C:40]=1[CH3:46], predict the reactants needed to synthesize it. The reactants are: [C:1](#[N:5])[CH2:2][C:3]#[N:4].[H-].[Na+].[Cl-].C(C1C=CC=C(C(C)C)C=1[N+]1C=CN(C2C(C(C)C)=CC=CC=2C(C)C)C=1)(C)C.[Cl:38][C:39]1[CH:44]=[CH:43][C:42](I)=[CH:41][C:40]=1[CH3:46]. (2) Given the product [Br:21][C:22]1[CH:27]=[CH:26][C:25]([O:28][CH:2]2[CH2:6][CH2:5][N:4]([CH:7]3[CH2:12][CH2:11][N:10]([C:13]([O:15][C:16]([CH3:19])([CH3:18])[CH3:17])=[O:14])[CH2:9][CH2:8]3)[C:3]2=[O:20])=[C:24]([F:29])[CH:23]=1, predict the reactants needed to synthesize it. The reactants are: Br[CH:2]1[CH2:6][CH2:5][N:4]([CH:7]2[CH2:12][CH2:11][N:10]([C:13]([O:15][C:16]([CH3:19])([CH3:18])[CH3:17])=[O:14])[CH2:9][CH2:8]2)[C:3]1=[O:20].[Br:21][C:22]1[CH:27]=[CH:26][C:25]([OH:28])=[C:24]([F:29])[CH:23]=1.C([O-])([O-])=O.[K+].[K+].